This data is from Forward reaction prediction with 1.9M reactions from USPTO patents (1976-2016). The task is: Predict the product of the given reaction. (1) The product is: [CH3:20][N:21]1[CH:25]=[CH:24][CH:23]=[C:22]1[CH2:26][N:4]1[CH2:3][CH2:2][N:1]([C:7]2[CH:8]=[CH:9][C:10]3[N:11]([C:13]([C:16]([F:17])([F:18])[F:19])=[N:14][N:15]=3)[N:12]=2)[CH2:6][CH2:5]1. Given the reactants [N:1]1([C:7]2[CH:8]=[CH:9][C:10]3[N:11]([C:13]([C:16]([F:19])([F:18])[F:17])=[N:14][N:15]=3)[N:12]=2)[CH2:6][CH2:5][NH:4][CH2:3][CH2:2]1.[CH3:20][N:21]1[CH:25]=[CH:24][CH:23]=[C:22]1[CH:26]=O, predict the reaction product. (2) Given the reactants [CH:1]1([N:5]2[CH:9]=[C:8](C(=O)C)[N:7]=[C:6]2[CH3:13])[CH2:4][CH2:3][CH2:2]1.[CH3:14][C:15]([N:17]([CH3:19])[CH3:18])=O.CN([CH:23]=[O:24])C, predict the reaction product. The product is: [CH3:18][N:17]([CH3:19])[CH:15]=[CH:14][C:23]([C:9]1[N:5]([CH:1]2[CH2:2][CH2:3][CH2:4]2)[C:6]([CH3:13])=[N:7][CH:8]=1)=[O:24]. (3) Given the reactants [Cl:1][C:2]1[CH:3]=[C:4]([NH:9][C:10]2[N:15]=[C:14]([N:16]3[CH:20]=[CH:19][C:18]([C:21]([F:24])([F:23])[F:22])=[N:17]3)[C:13]([C:25]3[CH:26]=[C:27]([C:39]([O:41]C)=[O:40])[C:28]([O:31][CH2:32][CH2:33][N:34]4[CH:38]=[CH:37][N:36]=[CH:35]4)=[N:29][CH:30]=3)=[CH:12][N:11]=2)[CH:5]=[CH:6][C:7]=1[F:8].O.[OH-].[Ba+2].[OH-].Cl, predict the reaction product. The product is: [Cl:1][C:2]1[CH:3]=[C:4]([NH:9][C:10]2[N:15]=[C:14]([N:16]3[CH:20]=[CH:19][C:18]([C:21]([F:22])([F:23])[F:24])=[N:17]3)[C:13]([C:25]3[CH:26]=[C:27]([C:39]([OH:41])=[O:40])[C:28]([O:31][CH2:32][CH2:33][N:34]4[CH:38]=[CH:37][N:36]=[CH:35]4)=[N:29][CH:30]=3)=[CH:12][N:11]=2)[CH:5]=[CH:6][C:7]=1[F:8].